From a dataset of Experimentally validated miRNA-target interactions with 360,000+ pairs, plus equal number of negative samples. Binary Classification. Given a miRNA mature sequence and a target amino acid sequence, predict their likelihood of interaction. (1) The miRNA is hsa-miR-3936 with sequence UAAGGGGUGUAUGGCAGAUGCA. The protein sequence of the target gene is MANVHQENEEMEQPLQNGQEDRPVGGGEGHQPAANNNNNNHNHNHNHHRRGQARRLAPNFRWAIPNRQMNDGLGGDGDDMEMFMEEMREIRRKLRELQLRNCLRILMGELSNHHDHHDEFCLMP. Result: 0 (no interaction). (2) The miRNA is hsa-miR-6840-5p with sequence ACCCCCGGGCAAAGACCUGCAGAU. The protein sequence of the target gene is MAAAPPLSKAEYLKRYLSGADAGVDRGSESGRKRRKKRPKPGGAGGKGMRIVDDDVSWTAISTTKLEKEEEEDDGDLPVVAEFVDERPEEVKQMEAFRSSAKWKLLGGHNEDLPSNRHFRHDTPDSSPRRVRHGTPDPSPRKDRHDTPDPSPRRARHDTPDPSPLRGARHDSDTSPPRRIRHDSSDTSPPRRARHDSPDPSPPRRPQHNSSGASPRRVRHDSPDPSPPRRARHGSSDISSPRRVHNNSPDTSRRTLGSSDTQQLRRARHDSPDLAPNVTYSLPRTKSGKAPERASSKTSP.... Result: 0 (no interaction).